From a dataset of Reaction yield outcomes from USPTO patents with 853,638 reactions. Predict the reaction yield, written as a fraction of the theoretical maximum amount of product (1.0 means a 100% yield; for example, 0.34 means a 34% yield). (1) The reactants are Br[C:2]1[CH:3]=[N+:4]([O-])[CH:5]=[CH:6][C:7]=1[N+:8]([O-:10])=[O:9].[Cl:12][C:13]1[CH:20]=[C:19]([Cl:21])[CH:18]=[CH:17][C:14]=1[CH2:15][OH:16]. No catalyst specified. The product is [Cl:12][C:13]1[CH:20]=[C:19]([Cl:21])[CH:18]=[CH:17][C:14]=1[CH2:15][O:16][C:2]1[CH:3]=[N:4][CH:5]=[CH:6][C:7]=1[N+:8]([O-:10])=[O:9]. The yield is 0.682. (2) The reactants are Br[C:2]1[C:3]([O:12][CH2:13][CH:14]([F:16])[F:15])=[N:4][CH:5]=[C:6]([CH:11]=1)[C:7]([O:9][CH3:10])=[O:8].[CH2:17]([Zn]CC)[CH3:18]. No catalyst specified. The product is [F:15][CH:14]([F:16])[CH2:13][O:12][C:3]1[C:2]([CH2:17][CH3:18])=[CH:11][C:6]([C:7]([O:9][CH3:10])=[O:8])=[CH:5][N:4]=1. The yield is 0.880. (3) The reactants are [Cl:1][C:2]1[N:3]=[C:4](Cl)[C:5]2[CH2:11][O:10][CH2:9][CH:8]([C:12]3[CH:17]=[CH:16][CH:15]=[CH:14][CH:13]=3)[C:6]=2[N:7]=1.Cl.CN.[CH:22]([N:25](CC)C(C)C)(C)C. The catalyst is CO. The product is [Cl:1][C:2]1[N:3]=[C:4]([NH:25][CH3:22])[C:5]2[CH2:11][O:10][CH2:9][CH:8]([C:12]3[CH:17]=[CH:16][CH:15]=[CH:14][CH:13]=3)[C:6]=2[N:7]=1. The yield is 0.662.